From a dataset of Forward reaction prediction with 1.9M reactions from USPTO patents (1976-2016). Predict the product of the given reaction. (1) Given the reactants Br[C:2]1[N:6]2[N:7]=[C:8]([Cl:11])[CH:9]=[CH:10][C:5]2=[N:4][CH:3]=1.C([Mg]Br)C.[CH3:16][N:17]1[C:25]2[C:20](=[CH:21][C:22]([CH:26]=[O:27])=[CH:23][CH:24]=2)[CH:19]=[N:18]1, predict the reaction product. The product is: [Cl:11][C:8]1[CH:9]=[CH:10][C:5]2[N:6]([C:2]([CH:26]([C:22]3[CH:21]=[C:20]4[C:25](=[CH:24][CH:23]=3)[N:17]([CH3:16])[N:18]=[CH:19]4)[OH:27])=[CH:3][N:4]=2)[N:7]=1. (2) Given the reactants [NH2:1][C:2]1[S:6][C:5]2[CH:7]=[CH:8][CH:9]=[CH:10][C:4]=2[C:3]=1[C:11]([OH:13])=O.[NH:14]1[CH2:19][CH2:18][C:17](=[O:20])[CH2:16][CH2:15]1.C(Cl)CCl.C1C=CC2N(O)N=NC=2C=1.CCN(CC)CC, predict the reaction product. The product is: [NH2:1][C:2]1[S:6][C:5]2[CH:7]=[CH:8][CH:9]=[CH:10][C:4]=2[C:3]=1[C:11]([N:14]1[CH2:19][CH2:18][C:17](=[O:20])[CH2:16][CH2:15]1)=[O:13]. (3) Given the reactants Br[CH2:2][CH2:3][O:4][C:5]1[CH:6]=[C:7]([CH:24]=[CH:25][C:26]=1[CH2:27][S:28]([CH3:31])(=[O:30])=[O:29])[C:8]([NH:10][C:11]1[CH:16]=[CH:15][C:14]([Cl:17])=[C:13]([C:18]2[CH:23]=[CH:22][CH:21]=[CH:20][N:19]=2)[CH:12]=1)=[O:9].C(N(CC)CC)C.[NH:39]1[CH2:44][CH2:43][CH2:42][CH2:41][CH2:40]1.C(N(C(C)C)C(C)C)C, predict the reaction product. The product is: [Cl:17][C:14]1[CH:15]=[CH:16][C:11]([NH:10][C:8](=[O:9])[C:7]2[CH:24]=[CH:25][C:26]([CH2:27][S:28]([CH3:31])(=[O:30])=[O:29])=[C:5]([O:4][CH2:3][CH2:2][N:39]3[CH2:44][CH2:43][CH2:42][CH2:41][CH2:40]3)[CH:6]=2)=[CH:12][C:13]=1[C:18]1[CH:23]=[CH:22][CH:21]=[CH:20][N:19]=1. (4) Given the reactants [CH3:1][C:2]1[N:7]2[N:8]=[C:9]([NH2:11])[N:10]=[C:6]2[CH:5]=[CH:4][CH:3]=1.[C:12](O[C:12]([O:14][C:15]([CH3:18])([CH3:17])[CH3:16])=[O:13])([O:14][C:15]([CH3:18])([CH3:17])[CH3:16])=[O:13], predict the reaction product. The product is: [C:15]([O:14][C:12]([N:11]([C:12]([O:14][C:15]([CH3:18])([CH3:17])[CH3:16])=[O:13])[C:9]1[N:10]=[C:6]2[CH:5]=[CH:4][CH:3]=[C:2]([CH3:1])[N:7]2[N:8]=1)=[O:13])([CH3:18])([CH3:17])[CH3:16].